From a dataset of Full USPTO retrosynthesis dataset with 1.9M reactions from patents (1976-2016). Predict the reactants needed to synthesize the given product. (1) Given the product [Br:1][C:2]1[CH:13]=[CH:12][C:5]([CH2:6][NH:8][CH:9]2[CH2:10][CH2:11]2)=[C:4]([CH3:14])[CH:3]=1, predict the reactants needed to synthesize it. The reactants are: [Br:1][C:2]1[CH:13]=[CH:12][C:5]([C:6]([NH:8][CH:9]2[CH2:11][CH2:10]2)=O)=[C:4]([CH3:14])[CH:3]=1.C([O-])([O-])=O.[Na+].[Na+]. (2) Given the product [CH3:1][C@H:3]1[CH2:12][C@@H:11]([N:13]([C:17]2[CH:18]=[CH:19][CH:20]=[CH:21][CH:22]=2)[C:14](=[O:16])[CH3:15])[C:10]2[C:5](=[CH:6][CH:7]=[CH:8][CH:9]=2)[N:4]1[C:23]([C:25]1[S:29][C:28]([C:30]2[CH:35]=[N:34][CH:33]=[CH:32][N:31]=2)=[N:27][C:26]=1[CH3:36])=[O:24], predict the reactants needed to synthesize it. The reactants are: [CH2:1]([C@H:3]1[CH2:12][C@@H:11]([N:13]([C:17]2[CH:22]=[CH:21][CH:20]=[CH:19][CH:18]=2)[C:14](=[O:16])[CH3:15])[C:10]2[C:5](=[CH:6][CH:7]=[CH:8][CH:9]=2)[N:4]1[C:23]([C:25]1[S:29][C:28]([C:30]2[CH:35]=[N:34][CH:33]=[CH:32][N:31]=2)=[N:27][C:26]=1[CH3:36])=[O:24])C.O1C=CC=C1C(Cl)=O. (3) Given the product [F:1][C@H:2]1[CH2:19][C@@:17]2([CH3:18])[C@@H:13]([CH2:14][CH2:15][C:16]2=[O:20])[C@H:12]2[C@H:3]1[C:4]1[CH:5]=[CH:6][C:7]([OH:21])=[CH:8][C:9]=1[CH2:10][CH2:11]2, predict the reactants needed to synthesize it. The reactants are: [F:1][C@H:2]1[CH2:19][C@@:17]2([CH3:18])[C@@H:13]([CH2:14][CH2:15][CH:16]2[OH:20])[C@H:12]2[C@H:3]1[C@@H:4]1[C:9]([CH2:10][CH2:11]2)=[CH:8][C:7](=[O:21])[CH2:6][CH2:5]1.O. (4) Given the product [Br:1][C:2]1[CH:3]=[C:4]2[C:9](=[CH:10][CH:11]=1)[C:8](=[O:12])[NH:7][C:6](=[O:13])/[C:5]/2=[CH:14]/[O:42][CH3:38].[CH3:30][CH:24]1[N:25]([CH3:29])[CH:26]([CH3:28])[CH2:27][N:22]([C:19]2[CH:18]=[CH:17][C:16]([NH2:15])=[CH:21][CH:20]=2)[CH2:23]1, predict the reactants needed to synthesize it. The reactants are: [Br:1][C:2]1[CH:3]=[C:4]2[C:9](=[CH:10][CH:11]=1)[C:8](=[O:12])[NH:7][C:6](=[O:13])/[C:5]/2=[CH:14]\[NH:15][C:16]1[CH:21]=[CH:20][C:19]([N:22]2[CH2:27][C@H:26]([CH3:28])[N:25]([CH3:29])[C@H:24]([CH3:30])[CH2:23]2)=[CH:18][CH:17]=1.BrC1C=C2C(=CC=1)[C:38](=[O:42])NC(=O)C2=CNC1C=CC(N2CC(C)NC(C)C2)=CC=1. (5) Given the product [OH:8][C:7]1[C:2]2=[N:1][C:9]([CH3:10])=[C:12]([CH2:17][CH2:16][OH:15])[C:13](=[O:14])[N:3]2[CH:4]=[CH:5][CH:6]=1, predict the reactants needed to synthesize it. The reactants are: [NH2:1][C:2]1[C:7]([OH:8])=[CH:6][CH:5]=[CH:4][N:3]=1.[C:9]([CH:12]1[CH2:17][CH2:16][O:15][C:13]1=[O:14])(=O)[CH3:10].C1(C)C=CC(S(O)(=O)=O)=CC=1. (6) Given the product [F:8][C:6]1[CH:5]=[C:4]([CH2:9][C:10]([NH:12][C@H:13]([C:15]([NH:18][N:19]2[C:25](=[O:26])[CH:24]([CH:27]3[CH2:28][CH2:29][CH2:30][CH2:31][CH2:32]3)[C:23]3[CH:33]=[CH:34][CH:35]=[CH:36][C:22]=3[C:21]3[CH:37]=[CH:38][CH:39]=[CH:40][C:20]2=3)=[O:17])[CH3:14])=[O:11])[CH:3]=[C:2]([F:1])[CH:7]=1, predict the reactants needed to synthesize it. The reactants are: [F:1][C:2]1[CH:3]=[C:4]([CH2:9][C:10]([NH:12][C@H:13]([C:15]([OH:17])=O)[CH3:14])=[O:11])[CH:5]=[C:6]([F:8])[CH:7]=1.[NH2:18][N:19]1[C:25](=[O:26])[CH:24]([CH:27]2[CH2:32][CH2:31][CH2:30][CH2:29][CH2:28]2)[C:23]2[CH:33]=[CH:34][CH:35]=[CH:36][C:22]=2[C:21]2[CH:37]=[CH:38][CH:39]=[CH:40][C:20]1=2. (7) The reactants are: [Br:1][C:2]1[CH:3]=[C:4]([C:9]2[O:13][N:12]=[CH:11][C:10]=2[CH2:14][CH2:15][C:16](OC)=[O:17])[CH:5]=[CH:6][C:7]=1[Cl:8].[H-].C([Al+]CC(C)C)C(C)C.Cl. Given the product [Br:1][C:2]1[CH:3]=[C:4]([C:9]2[O:13][N:12]=[CH:11][C:10]=2[CH2:14][CH2:15][CH2:16][OH:17])[CH:5]=[CH:6][C:7]=1[Cl:8], predict the reactants needed to synthesize it.